Dataset: Full USPTO retrosynthesis dataset with 1.9M reactions from patents (1976-2016). Task: Predict the reactants needed to synthesize the given product. Given the product [CH:1]1([N:7]2[CH2:13][C:12]([F:14])([F:15])[C:11](=[O:16])[N:10]([CH3:17])[C:9]3[CH:18]=[N:19][C:20]([NH:22][C:23]4[CH:31]=[CH:30][C:26]([C:27]([NH2:35])=[O:28])=[CH:25][C:24]=4[O:32][CH3:33])=[N:21][C:8]2=3)[CH2:6][CH2:5][CH2:4][CH2:3][CH2:2]1, predict the reactants needed to synthesize it. The reactants are: [CH:1]1([N:7]2[CH2:13][C:12]([F:15])([F:14])[C:11](=[O:16])[N:10]([CH3:17])[C:9]3[CH:18]=[N:19][C:20]([NH:22][C:23]4[CH:31]=[CH:30][C:26]([C:27](O)=[O:28])=[CH:25][C:24]=4[O:32][CH3:33])=[N:21][C:8]2=3)[CH2:6][CH2:5][CH2:4][CH2:3][CH2:2]1.C[N:35](C(ON1N=NC2C=CC=NC1=2)=[N+](C)C)C.F[P-](F)(F)(F)(F)F.[Cl-].[NH4+].